From a dataset of Full USPTO retrosynthesis dataset with 1.9M reactions from patents (1976-2016). Predict the reactants needed to synthesize the given product. (1) Given the product [C:17]([O:21][CH2:22][C:23]1[CH:24]=[CH:25][C:26]([N:29]2[C:5](=[O:6])[C:4]([C:10]3[CH:11]=[N:12][CH:13]=[CH:14][CH:15]=3)=[CH:3][NH:30]2)=[N:27][CH:28]=1)([CH3:20])([CH3:18])[CH3:19], predict the reactants needed to synthesize it. The reactants are: CN(C)[CH:3]=[C:4]([C:10]1[CH:11]=[N:12][CH:13]=[CH:14][CH:15]=1)[C:5](OCC)=[O:6].[C:17]([O:21][CH2:22][C:23]1[CH:24]=[CH:25][C:26]([NH:29][NH2:30])=[N:27][CH:28]=1)([CH3:20])([CH3:19])[CH3:18].C1(C)C=CC(S(O)(=O)=O)=CC=1. (2) Given the product [CH2:1]([O:3][C:4](=[O:20])[CH:5]([CH2:9][N:10]1[C:14]2=[N:15][CH:16]=[CH:17][CH:18]=[C:13]2[N:12]([CH2:33][C:25]2[C:26]3[C:31](=[CH:30][CH:29]=[CH:28][C:27]=3[CH3:32])[N:23]([CH3:22])[CH:24]=2)[C:11]1=[O:19])[CH2:6][CH2:7][CH3:8])[CH3:2], predict the reactants needed to synthesize it. The reactants are: [CH2:1]([O:3][C:4](=[O:20])[CH:5]([CH2:9][N:10]1[C:14]2=[N:15][CH:16]=[CH:17][CH:18]=[C:13]2[NH:12][C:11]1=[O:19])[CH2:6][CH2:7][CH3:8])[CH3:2].[I-].[CH3:22][N:23]1[C:31]2[C:26](=[C:27]([CH3:32])[CH:28]=[CH:29][CH:30]=2)[C:25]([CH2:33][N+](C)(C)C)=[CH:24]1.C([O-])([O-])=O.[K+].[K+].O. (3) Given the product [Cl:1][C:2]1[CH:14]=[CH:13][C:5]2[NH:6][C:7]([S:9][C:12]3[CH:33]=[CH:34][CH:35]=[C:36]4[C:41]=3[NH:40][CH:39]=[CH:38][C:37]4=[O:42])=[N:8][C:4]=2[C:3]=1[NH:15][C:16]([C:18]1[O:19][CH:20]=[CH:21][CH:22]=1)=[O:17], predict the reactants needed to synthesize it. The reactants are: [Cl:1][C:2]1[CH:14]=[CH:13][C:5]2[NH:6][C:7]([S:9]([CH3:12])(=O)=O)=[N:8][C:4]=2[C:3]=1[NH:15][C:16]([C:18]1[O:19][CH:20]=[CH:21][CH:22]=1)=[O:17].ClC1C=CC2NC(SC3[CH:33]=[CH:34][CH:35]=[C:36]4[C:41]=3[NH:40][CH:39]=[CH:38][C:37]4=[O:42])=NC=2C=1NC(=O)C1C=CC=CC=1. (4) The reactants are: [NH2:17][C:16]1[CH:18]=[CH:19][C:20]([O:22][C:23]([F:24])([F:25])[F:26])=[CH:21][C:15]=1[S:14][S:14][C:15]1[CH:21]=[C:20]([O:22][C:23]([F:26])([F:25])[F:24])[CH:19]=[CH:18][C:16]=1[NH2:17].[O:27]=[C:28]1[CH2:33][C:32](=O)[CH2:31][C:30]2([CH2:39][CH2:38][O:37][CH2:36][CH2:35]2)[N:29]1[NH:40][C:41](=[O:43])[CH3:42]. Given the product [O:27]=[C:28]1[C:33]2[S:14][C:15]3[CH:21]=[C:20]([O:22][C:23]([F:24])([F:25])[F:26])[CH:19]=[CH:18][C:16]=3[NH:17][C:32]=2[CH2:31][C:30]2([CH2:39][CH2:38][O:37][CH2:36][CH2:35]2)[N:29]1[NH:40][C:41](=[O:43])[CH3:42], predict the reactants needed to synthesize it.